The task is: Predict the reactants needed to synthesize the given product.. This data is from Full USPTO retrosynthesis dataset with 1.9M reactions from patents (1976-2016). (1) Given the product [Cl:1][C:2]1[CH:3]=[C:4]2[C:8](=[CH:9][CH:10]=1)[N:7]([CH2:11][CH2:12][N:13]1[CH2:14][CH2:15][N:16]([S:40]([CH3:39])(=[O:42])=[O:41])[CH2:17][CH2:18]1)[C:6]([CH2:19][N:20]1[C:24]3=[CH:25][N:26]=[CH:27][CH:28]=[C:23]3[C:22]3([CH2:30][CH2:29]3)[C:21]1=[O:31])=[CH:5]2, predict the reactants needed to synthesize it. The reactants are: [Cl:1][C:2]1[CH:3]=[C:4]2[C:8](=[CH:9][CH:10]=1)[N:7]([CH2:11][CH2:12][N:13]1[CH2:18][CH2:17][NH:16][CH2:15][CH2:14]1)[C:6]([CH2:19][N:20]1[C:24]3=[CH:25][N:26]=[CH:27][CH:28]=[C:23]3[C:22]3([CH2:30][CH2:29]3)[C:21]1=[O:31])=[CH:5]2.C(N(CC)CC)C.[CH3:39][S:40](Cl)(=[O:42])=[O:41]. (2) Given the product [Br:20][CH2:8][C:7](=[O:9])[CH2:6][N:5]1[C:4](=[O:10])[C:3]2[C:2](=[CH:14][CH:13]=[CH:12][CH:11]=2)[C:1]1=[O:15], predict the reactants needed to synthesize it. The reactants are: [C:1]1(=[O:15])[N:5]([CH2:6][C:7](=[O:9])[CH3:8])[C:4](=[O:10])[C:3]2=[CH:11][CH:12]=[CH:13][CH:14]=[C:2]12.NC(N)=O.[Br:20]Br. (3) Given the product [C:23]([C:21]1[CH:20]=[C:19]([NH:27][S:28]([CH3:31])(=[O:30])=[O:29])[C:18]([O:32][CH3:33])=[C:17]([NH:16][C:15](=[O:14])[NH:35][C:36]2[C:45]3[C:40](=[CH:41][CH:42]=[CH:43][CH:44]=3)[C:39]([O:46][C:47]3[CH:52]=[CH:51][N:50]=[C:49]([NH:53][C:54]4[CH:55]=[C:56]([CH:68]=[C:69]([O:71][CH3:72])[CH:70]=4)[C:57]([NH:59][CH2:60][CH2:61][N:62]4[CH2:67][CH2:66][O:65][CH2:64][CH2:63]4)=[O:58])[CH:48]=3)=[CH:38][CH:37]=2)[CH:22]=1)([CH3:26])([CH3:24])[CH3:25], predict the reactants needed to synthesize it. The reactants are: C(N(CC)CC)C.C1([O:14][C:15](=O)[NH:16][C:17]2[CH:22]=[C:21]([C:23]([CH3:26])([CH3:25])[CH3:24])[CH:20]=[C:19]([NH:27][S:28]([CH3:31])(=[O:30])=[O:29])[C:18]=2[O:32][CH3:33])C=CC=CC=1.[NH2:35][C:36]1[C:45]2[C:40](=[CH:41][CH:42]=[CH:43][CH:44]=2)[C:39]([O:46][C:47]2[CH:52]=[CH:51][N:50]=[C:49]([NH:53][C:54]3[CH:55]=[C:56]([CH:68]=[C:69]([O:71][CH3:72])[CH:70]=3)[C:57]([NH:59][CH2:60][CH2:61][N:62]3[CH2:67][CH2:66][O:65][CH2:64][CH2:63]3)=[O:58])[CH:48]=2)=[CH:38][CH:37]=1. (4) Given the product [NH:22]1[CH2:23][CH2:24][CH:25]([O:28][C:29](=[O:43])[NH:30][C:31]2[CH:36]=[CH:35][CH:34]=[CH:33][C:32]=2[C:37]2[CH:42]=[CH:41][CH:40]=[CH:39][CH:38]=2)[CH2:26][CH2:27]1, predict the reactants needed to synthesize it. The reactants are: OC1CCN(CC2C=CC=CC=2)CC1.C([N:22]1[CH2:27][CH2:26][CH:25]([O:28][C:29](=[O:43])[NH:30][C:31]2[CH:36]=[CH:35][CH:34]=[CH:33][C:32]=2[C:37]2[CH:42]=[CH:41][CH:40]=[CH:39][CH:38]=2)[CH2:24][CH2:23]1)C1C=CC=CC=1.Cl.C([O-])=O.[NH4+]. (5) Given the product [CH2:1]([C:8]1[N:9]=[C:10]([CH2:27][CH2:28][CH2:29][CH3:30])[C:11]2[CH2:17][CH2:16][N:15]([CH2:18][C:19]3[CH:24]=[CH:23][CH:22]=[CH:21][CH:20]=3)[CH2:14][CH2:13][C:12]=2[N:25]=1)[C:2]1[CH:7]=[CH:6][CH:5]=[CH:4][CH:3]=1, predict the reactants needed to synthesize it. The reactants are: [CH2:1]([C:8]1[N:9]=[C:10](Cl)[C:11]2[CH2:17][CH2:16][N:15]([CH2:18][C:19]3[CH:24]=[CH:23][CH:22]=[CH:21][CH:20]=3)[CH2:14][CH2:13][C:12]=2[N:25]=1)[C:2]1[CH:7]=[CH:6][CH:5]=[CH:4][CH:3]=1.[CH2:27](B(O)O)[CH2:28][CH2:29][CH3:30].